This data is from Buchwald-Hartwig C-N cross coupling reaction yields with 55,370 reactions. The task is: Predict the reaction yield, written as a fraction of the theoretical maximum amount of product (1.0 means a 100% yield; for example, 0.34 means a 34% yield). (1) The reactants are Brc1cccnc1.Cc1ccc(N)cc1.O=S(=O)(O[Pd]1c2ccccc2-c2ccccc2N~1)C(F)(F)F.COc1ccc(OC)c(P([C@]23C[C@H]4C[C@H](C[C@H](C4)C2)C3)[C@]23C[C@H]4C[C@H](C[C@H](C4)C2)C3)c1-c1c(C(C)C)cc(C(C)C)cc1C(C)C.CN(C)C(=NC(C)(C)C)N(C)C.COC(=O)c1cc(-c2cccs2)on1. No catalyst specified. The product is Cc1ccc(Nc2cccnc2)cc1. The yield is 0.530. (2) The yield is 0.196. No catalyst specified. The product is Cc1ccc(Nc2ccc(C(F)(F)F)cc2)cc1. The reactants are FC(F)(F)c1ccc(I)cc1.Cc1ccc(N)cc1.O=S(=O)(O[Pd]1c2ccccc2-c2ccccc2N~1)C(F)(F)F.CC(C)c1cc(C(C)C)c(-c2ccccc2P(C(C)(C)C)C(C)(C)C)c(C(C)C)c1.CCN=P(N=P(N(C)C)(N(C)C)N(C)C)(N(C)C)N(C)C.c1ccc(-c2cnoc2)cc1.